This data is from Retrosynthesis with 50K atom-mapped reactions and 10 reaction types from USPTO. The task is: Predict the reactants needed to synthesize the given product. (1) Given the product CON=C(C(=O)O)c1noc(N)n1, predict the reactants needed to synthesize it. The reactants are: CCOC(=O)C(=NOC)c1noc(N)n1. (2) Given the product O=C(NC1(Cc2ccccc2)CCOC1=O)OCc1ccccc1, predict the reactants needed to synthesize it. The reactants are: NC1(Cc2ccccc2)CCOC1=O.O=C(Cl)OCc1ccccc1. (3) Given the product O=C(Cc1csc(-c2cnccn2)n1)NCC1CN(Cc2ccc(Cl)c(Cl)c2)CCO1, predict the reactants needed to synthesize it. The reactants are: NCC1CN(Cc2ccc(Cl)c(Cl)c2)CCO1.O=C(O)Cc1csc(-c2cnccn2)n1. (4) Given the product CC(C)(C)c1cccc2c1CCC(N)C2O[SiH](c1ccccc1)c1ccccc1, predict the reactants needed to synthesize it. The reactants are: CC(C)(C)c1cccc2c1CCC(NCc1ccccc1)C2O[SiH](c1ccccc1)c1ccccc1. (5) Given the product N#CCc1ccc(C(=O)CCl)cc1, predict the reactants needed to synthesize it. The reactants are: N#CCc1ccccc1.O=C(Cl)CCl. (6) Given the product Oc1cc(OCc2ccc(Cl)cc2)ccc1Cl, predict the reactants needed to synthesize it. The reactants are: ClCc1ccc(Cl)cc1.Oc1ccc(Cl)c(O)c1. (7) Given the product O=C(CBr)NCCc1ccc([N+](=O)[O-])cc1, predict the reactants needed to synthesize it. The reactants are: NCCc1ccc([N+](=O)[O-])cc1.O=C(Br)CBr. (8) Given the product CC(C)(C)OC(=O)N1CCN(CC(=O)Nc2ccc(C(F)(F)F)cn2)C(=O)C1, predict the reactants needed to synthesize it. The reactants are: CC(C)(C)OC(=O)N1CCN(CC(=O)O)C(=O)C1.Nc1ccc(C(F)(F)F)cn1. (9) Given the product O=C(OCc1ccccc1)[C@H]1CCNC1, predict the reactants needed to synthesize it. The reactants are: CC(C)(C)OC(=O)N1CC[C@H](C(=O)OCc2ccccc2)C1. (10) Given the product CCOCC1CN(C(=O)c2cc(OC)c(OC)c(OC)c2)CCN1, predict the reactants needed to synthesize it. The reactants are: CCOCC1CN(C(=O)c2cc(OC)c(OC)c(OC)c2)CCN1Cc1ccccc1.